Dataset: Reaction yield outcomes from USPTO patents with 853,638 reactions. Task: Predict the reaction yield, written as a fraction of the theoretical maximum amount of product (1.0 means a 100% yield; for example, 0.34 means a 34% yield). (1) The reactants are [CH3:1][O:2][C:3]1[CH:8]=[CH:7][C:6]([C:9]2[CH:13]=[C:12]([NH2:14])[S:11][N:10]=2)=[CH:5][CH:4]=1.C[Al](C)C.[CH3:19][C@@H:20]1[CH2:22][C@H:21]1[C:23](OCC1C=CC=CC=1)=[O:24].N#N. The catalyst is ClCCl.CC(OC)(C)C. The product is [CH3:1][O:2][C:3]1[CH:4]=[CH:5][C:6]([C:9]2[CH:13]=[C:12]([NH:14][C:23]([C@@H:21]3[CH2:22][C@H:20]3[CH3:19])=[O:24])[S:11][N:10]=2)=[CH:7][CH:8]=1. The yield is 0.750. (2) The reactants are [N:1]1([C:6]([O:8][CH2:9][C:10]2[CH:15]=[CH:14][CH:13]=[CH:12][CH:11]=2)=[O:7])[CH2:5][CH:4]=[CH:3][CH2:2]1.ClC1C=C(C=CC=1)C(OO)=[O:21]. The catalyst is C(Cl)Cl. The product is [CH:3]12[O:21][CH:4]1[CH2:5][N:1]([C:6]([O:8][CH2:9][C:10]1[CH:15]=[CH:14][CH:13]=[CH:12][CH:11]=1)=[O:7])[CH2:2]2. The yield is 0.870.